Dataset: Forward reaction prediction with 1.9M reactions from USPTO patents (1976-2016). Task: Predict the product of the given reaction. (1) Given the reactants C[O:2][C:3]([CH:5]1[C:14]([CH2:15][NH:16][C@H:17]([C:22]([O:24][CH3:25])=[O:23])[CH2:18][CH:19]([CH3:21])[CH3:20])=[CH:13][C:12]2[C:7](=[CH:8][CH:9]=[CH:10][C:11]=2[Cl:26])[O:6]1)=O.[C:27](#N)C, predict the reaction product. The product is: [CH3:25][O:24][C:22](=[O:23])[C@@H:17]([N:16]([CH2:15][C:14]1[CH:5]([CH:3]=[O:2])[O:6][C:7]2[C:12]([CH:13]=1)=[C:11]([Cl:26])[CH:10]=[CH:9][CH:8]=2)[CH3:27])[CH2:18][CH:19]([CH3:20])[CH3:21]. (2) Given the reactants CC([N:5]([CH2:9][C:10]1([F:30])[CH2:14][CH2:13][N:12]([CH2:15][CH2:16][C:17]2[C:26]3[C:21](=[CH:22][CH:23]=[C:24]([O:27][CH3:28])[N:25]=3)[N:20]=[CH:19][C:18]=2[F:29])[CH2:11]1)C(=O)[O-])(C)C.Cl.[O:32]=[C:33]1[NH:38][C:37]2[N:39]=[C:40]([CH:43]=O)[CH:41]=[CH:42][C:36]=2[S:35][CH2:34]1.CCN(CC)CC.[BH4-].[Na+], predict the reaction product. The product is: [F:30][C:10]1([CH2:9][NH:5][CH2:43][C:40]2[CH:41]=[CH:42][C:36]3[S:35][CH2:34][C:33](=[O:32])[NH:38][C:37]=3[N:39]=2)[CH2:14][CH2:13][N:12]([CH2:15][CH2:16][C:17]2[C:26]3[C:21](=[CH:22][CH:23]=[C:24]([O:27][CH3:28])[N:25]=3)[N:20]=[CH:19][C:18]=2[F:29])[CH2:11]1. (3) Given the reactants [Br:1][C:2]1[CH:3]=[C:4]2[C:9](=[CH:10][CH:11]=1)[N:8]=[CH:7][C:6]([C:12]([CH:14]1[CH2:16][CH2:15]1)=[O:13])=[C:5]2Cl.[CH3:18][N:19]1[CH2:24][CH2:23][N:22]([CH2:25][CH2:26][C:27]2[CH:28]=[C:29]([CH:31]=[CH:32][CH:33]=2)[NH2:30])[CH2:21][CH2:20]1, predict the reaction product. The product is: [Br:1][C:2]1[CH:3]=[C:4]2[C:9](=[CH:10][CH:11]=1)[N:8]=[CH:7][C:6]([C:12]([CH:14]1[CH2:16][CH2:15]1)=[O:13])=[C:5]2[NH:30][C:29]1[CH:31]=[CH:32][CH:33]=[C:27]([CH2:26][CH2:25][N:22]2[CH2:21][CH2:20][N:19]([CH3:18])[CH2:24][CH2:23]2)[CH:28]=1.